This data is from Forward reaction prediction with 1.9M reactions from USPTO patents (1976-2016). The task is: Predict the product of the given reaction. Given the reactants FC(F)(F)C(O)=O.[S:8]1[C:12]2[CH:13]=[CH:14][CH:15]=[CH:16][C:11]=2[N:10]=[C:9]1[S:17]([N:20]1[CH2:25][CH2:24][NH:23][CH2:22][C:21]1=[O:26])(=[O:19])=[O:18].[CH2:27]([O:37][C:38]([NH:40][C:41]1[NH:42][C:43](=[O:54])[C:44]2[N:45]=[CH:46][N:47]([CH2:50][C:51](O)=[O:52])[C:48]=2[N:49]=1)=[O:39])[C:28]1[CH:36]=[CH:35][C:34]2[O:33][CH2:32][O:31][C:30]=2[CH:29]=1, predict the reaction product. The product is: [S:8]1[C:12]2[CH:13]=[CH:14][CH:15]=[CH:16][C:11]=2[N:10]=[C:9]1[S:17]([N:20]1[CH2:25][CH2:24][N:23]([C:51](=[O:52])[CH2:50][N:47]2[CH:46]=[N:45][C:44]3[C:43](=[O:54])[NH:42][C:41]([NH:40][C:38]([O:37][CH2:27][C:28]4[CH:36]=[CH:35][C:34]5[O:33][CH2:32][O:31][C:30]=5[CH:29]=4)=[O:39])=[N:49][C:48]2=3)[CH2:22][C:21]1=[O:26])(=[O:19])=[O:18].